The task is: Regression/Classification. Given a drug SMILES string, predict its absorption, distribution, metabolism, or excretion properties. Task type varies by dataset: regression for continuous measurements (e.g., permeability, clearance, half-life) or binary classification for categorical outcomes (e.g., BBB penetration, CYP inhibition). Dataset: cyp1a2_veith.. This data is from CYP1A2 inhibition data for predicting drug metabolism from PubChem BioAssay. (1) The compound is COc1cccc(C(=O)N(Cc2ccccc2)Cc2cc3cc4c(cc3[nH]c2=O)OCCO4)c1. The result is 1 (inhibitor). (2) The drug is CC(=O)N1CCN(Cc2nc3cc(NC(=O)c4ccccc4)ccc3n2C)CC1. The result is 0 (non-inhibitor).